This data is from Experimentally validated miRNA-target interactions with 360,000+ pairs, plus equal number of negative samples. The task is: Binary Classification. Given a miRNA mature sequence and a target amino acid sequence, predict their likelihood of interaction. The miRNA is hsa-miR-6511b-5p with sequence CUGCAGGCAGAAGUGGGGCUGACA. The protein sequence of the target gene is MVLWESPRQCSSWTLCEGFCWLLLLPVTLLIIARPVKLAAFPTSLSDCQTPTGWNCSGYDDRENDLFLCDTNTCKFDGECLRIGDTVTCVCQFKCNSDYVPVCGSNGESYQNECYLRQAACKQQSEILVVSEGSCATDTGSGSGDGVHEGSGETSQKETSTCDICQFGAECDEDAEDVWCVCNIDCSQTNFNPLCASDGKSYDNACQIKEASCQKQEKIEVMSLGRCQDNTTTTTKSEDGHYARTDYAENANKLEESAREHHIPCPEHYNGFCMHGKCEHSINMQEPSCRCDAGYTGQHC.... Result: 0 (no interaction).